This data is from Forward reaction prediction with 1.9M reactions from USPTO patents (1976-2016). The task is: Predict the product of the given reaction. (1) Given the reactants [NH2:1][C:2]1[CH:10]=[CH:9][C:8]([I:11])=[CH:7][C:3]=1[C:4](O)=[O:5].F[P-](F)(F)(F)(F)F.N1(OC(N(C)C)=[N+](C)C)[C:23]2[N:24]=[CH:25]C=CC=2N=N1.C(N(CC)CC)C.CNC, predict the reaction product. The product is: [NH2:1][C:2]1[CH:10]=[CH:9][C:8]([I:11])=[CH:7][C:3]=1[C:4]([N:24]([CH3:25])[CH3:23])=[O:5]. (2) Given the reactants [CH3:1][O:2][C:3]1[CH:4]=[C:5]2[C:10](=[CH:11][C:12]=1[O:13][CH3:14])[N:9]=[CH:8][CH:7]=[C:6]2[O:15][C:16]1[CH:22]=[CH:21][C:19]([NH2:20])=[C:18]([F:23])[CH:17]=1.C(O)C.[Cl:27][C:28]1[CH:33]=[CH:32][C:31]([C:34]([N:36]=[C:37]=[S:38])=[O:35])=[CH:30][CH:29]=1, predict the reaction product. The product is: [Cl:27][C:28]1[CH:33]=[CH:32][C:31]([C:34]([NH:36][C:37]([NH:20][C:19]2[CH:21]=[CH:22][C:16]([O:15][C:6]3[C:5]4[C:10](=[CH:11][C:12]([O:13][CH3:14])=[C:3]([O:2][CH3:1])[CH:4]=4)[N:9]=[CH:8][CH:7]=3)=[CH:17][C:18]=2[F:23])=[S:38])=[O:35])=[CH:30][CH:29]=1. (3) Given the reactants BrC[CH2:3][C:4]1[CH:13]=[CH:12][C:11]([Cl:14])=[CH:10][C:5]=1[C:6]([O:8][CH3:9])=[O:7].[Cl:15][C:16]1[CH:21]=[CH:20][C:19]([OH:22])=[CH:18][CH:17]=1, predict the reaction product. The product is: [Cl:14][C:11]1[CH:12]=[CH:13][C:4]([CH2:3][O:22][C:19]2[CH:20]=[CH:21][C:16]([Cl:15])=[CH:17][CH:18]=2)=[C:5]([CH:10]=1)[C:6]([O:8][CH3:9])=[O:7]. (4) Given the reactants CC([Si](C)(C)[O:6][CH2:7][C:8]1[C:13]([C:14]2[CH:19]=[CH:18][CH:17]=[CH:16][CH:15]=2)=[CH:12][CH:11]=[C:10]([CH3:20])[N:9]=1)(C)C.C1COCC1, predict the reaction product. The product is: [CH3:20][C:10]1[N:9]=[C:8]([CH2:7][OH:6])[C:13]([C:14]2[CH:19]=[CH:18][CH:17]=[CH:16][CH:15]=2)=[CH:12][CH:11]=1. (5) Given the reactants [CH:1]1[CH2:12][CH2:11][CH2:10][CH2:9][CH2:8][CH2:7][CH:6]=[CH:5][CH:4]=[CH:3][CH:2]=1, predict the reaction product. The product is: [CH:1]1[CH2:12][CH2:11][CH2:10][CH2:9][CH2:8][CH2:7][CH2:6][CH2:5][CH2:4][CH2:3][CH:2]=1. (6) Given the reactants [CH3:1][C@H:2]1[NH:8][C:7](=O)[C:6]2[CH:10]=[CH:11][CH:12]=[CH:13][C:5]=2[NH:4][C:3]1=O, predict the reaction product. The product is: [CH3:1][C@H:2]1[NH:8][CH2:7][C:6]2[CH:10]=[CH:11][CH:12]=[CH:13][C:5]=2[NH:4][CH2:3]1. (7) Given the reactants [Cl:1][CH2:2][CH:3]([OH:6])[CH2:4][OH:5].[CH3:7][N:8]([CH3:10])[CH3:9], predict the reaction product. The product is: [Cl-:1].[OH:6][CH:3]([CH2:4][OH:5])[CH2:2][N+:8]([CH3:10])([CH3:9])[CH3:7]. (8) The product is: [S:1]1[C:50]2[CH:51]=[CH:52][C:47]([CH:42]([C:32]3[C:31]4[C:35](=[C:36]([CH2:37][S:38]([CH3:41])(=[O:40])=[O:39])[CH:28]=[CH:29][CH:30]=4)[NH:34][CH:33]=3)[CH2:43][CH2:44][C:45]#[N:46])=[CH:48][C:49]=2[CH:3]=[CH:2]1. Given the reactants [S:1]1C2C=CC(C(C3C4C(=C(CSC)C=CC=4)NC=3)CCC#N)=CC=2[CH:3]=[CH:2]1.F[C:28]1[C:36]([CH2:37][S:38]([CH3:41])(=[O:40])=[O:39])=[C:35]2[C:31]([C:32]([CH:42]([C:47]3[CH:52]=[CH:51][C:50](C(F)(F)F)=[CH:49][CH:48]=3)[CH2:43][CH2:44][C:45]#[N:46])=[CH:33][NH:34]2)=[CH:30][CH:29]=1, predict the reaction product. (9) Given the reactants [Cl:1][C:2]1[CH:7]=[CH:6][C:5]([N:8]2[C:16](=[O:17])[C:15]3[N:14]=[CH:13][N:12]([C:18]4[CH:19]=[C:20]([NH:24][S:25]([CH3:28])(=[O:27])=[O:26])[CH:21]=[CH:22][CH:23]=4)[C:11]=3[N:10]=[C:9]2[C:29]2[CH:34]=[CH:33][C:32](B3OC(C)(C)C(C)(C)O3)=[CH:31][CH:30]=2)=[CH:4][CH:3]=1.[NH2:44][C:45]1[CH:50]=[CH:49][C:48](Br)=[CH:47][N:46]=1.C(=O)([O-])[O-].[Cs+].[Cs+], predict the reaction product. The product is: [NH2:44][C:45]1[N:46]=[CH:47][C:48]([C:32]2[CH:33]=[CH:34][C:29]([C:9]3[N:8]([C:5]4[CH:4]=[CH:3][C:2]([Cl:1])=[CH:7][CH:6]=4)[C:16](=[O:17])[C:15]4[N:14]=[CH:13][N:12]([C:18]5[CH:19]=[C:20]([NH:24][S:25]([CH3:28])(=[O:27])=[O:26])[CH:21]=[CH:22][CH:23]=5)[C:11]=4[N:10]=3)=[CH:30][CH:31]=2)=[CH:49][CH:50]=1.